This data is from Catalyst prediction with 721,799 reactions and 888 catalyst types from USPTO. The task is: Predict which catalyst facilitates the given reaction. (1) Reactant: [O:1]=[C:2]1[CH:6]([C:7]2[CH:12]=[CH:11][CH:10]=[CH:9][CH:8]=2)[CH2:5][CH2:4][N:3]1[C:13]1[CH:18]=[CH:17][CH:16]=[CH:15][C:14]=1/[CH:19]=[CH:20]/[C:21]([O:23]CC)=O.[NH2:26][OH:27].[OH-].[Na+]. Product: [OH:27][NH:26][C:21](=[O:23])/[CH:20]=[CH:19]/[C:14]1[CH:15]=[CH:16][CH:17]=[CH:18][C:13]=1[N:3]1[CH2:4][CH2:5][CH:6]([C:7]2[CH:12]=[CH:11][CH:10]=[CH:9][CH:8]=2)[C:2]1=[O:1]. The catalyst class is: 83. (2) Reactant: [OH:1][CH2:2][CH:3]1[CH2:6][CH:5]([C:7]#[N:8])[CH2:4]1.[H-].[Na+].[CH3:11][O:12][C:13]1[CH:20]=[CH:19][C:16]([CH2:17]Cl)=[CH:15][CH:14]=1. Product: [CH3:11][O:12][C:13]1[CH:20]=[CH:19][C:16]([CH2:17][O:1][CH2:2][CH:3]2[CH2:6][CH:5]([C:7]#[N:8])[CH2:4]2)=[CH:15][CH:14]=1. The catalyst class is: 589. (3) Reactant: [Cl:1][C:2]1[CH:3]=[C:4]([C:9]2[CH:21]=[CH:20][C:12]([C:13]([NH:15][S:16]([CH3:19])(=[O:18])=[O:17])=[O:14])=[CH:11][C:10]=2[O:22][CH3:23])[CH:5]=[N:6][C:7]=1F.C([O-])([O-])=O.[Cs+].[Cs+].[F:30][C:31]1[C:36]([F:37])=[CH:35][CH:34]=[C:33]([F:38])[C:32]=1[OH:39]. Product: [Cl:1][C:2]1[CH:3]=[C:4]([C:9]2[CH:21]=[CH:20][C:12]([C:13]([NH:15][S:16]([CH3:19])(=[O:18])=[O:17])=[O:14])=[CH:11][C:10]=2[O:22][CH3:23])[CH:5]=[N:6][C:7]=1[O:39][C:32]1[C:33]([F:38])=[CH:34][CH:35]=[C:36]([F:37])[C:31]=1[F:30]. The catalyst class is: 16. (4) Reactant: [NH2:1][C:2]1[CH:7]=[CH:6][C:5]([C:8](=[O:10])[CH3:9])=[CH:4][CH:3]=1.C(O)(=O)C.[NH2:15][C:16]1[N:21]=[C:20]([NH2:22])[C:19]([C:23]2[CH:30]=[CH:29][C:26]([CH:27]=O)=[CH:25][CH:24]=2)=[C:18]([CH2:31][CH3:32])[N:17]=1.[BH3-]C#N.[Na+]. Product: [NH2:15][C:16]1[N:21]=[C:20]([NH2:22])[C:19]([C:23]2[CH:30]=[CH:29][C:26]([CH2:27][NH:1][C:2]3[CH:7]=[CH:6][C:5]([C:8](=[O:10])[CH3:9])=[CH:4][CH:3]=3)=[CH:25][CH:24]=2)=[C:18]([CH2:31][CH3:32])[N:17]=1. The catalyst class is: 5. (5) Reactant: [CH3:1][O:2][C:3]1[CH:8]=[C:7]([CH3:9])[CH:6]=[C:5]([C:10]2[C:11]([OH:18])=[CH:12][C:13]([CH3:17])=[C:14]([CH3:16])[CH:15]=2)[C:4]=1[OH:19].C(N(CC)CC)C.[CH:27]1[C:40]2[C:31](=[CH:32][C:33]3[C:38]([C:39]=2[O:41][P:42](Cl)Cl)=[CH:37][CH:36]=[CH:35][CH:34]=3)[CH:30]=[CH:29][CH:28]=1. Product: [CH:37]1[C:38]2[C:33](=[CH:32][C:31]3[C:40]([C:39]=2[O:41][P:42]2[O:18][C:11]4[CH:12]=[C:13]([CH3:17])[C:14]([CH3:16])=[CH:15][C:10]=4[C:5]4[CH:6]=[C:7]([CH3:9])[CH:8]=[C:3]([O:2][CH3:1])[C:4]=4[O:19]2)=[CH:27][CH:28]=[CH:29][CH:30]=3)[CH:34]=[CH:35][CH:36]=1. The catalyst class is: 11. (6) Reactant: C([O:8][C:9]1[CH:14]=[CH:13][C:12]([C:15]2[C:16](=[O:30])[C:17]([CH3:29])([CH3:28])[O:18][C:19]=2[C:20]2[CH:25]=[CH:24][C:23]([O:26][CH3:27])=[CH:22][CH:21]=2)=[CH:11][CH:10]=1)C1C=CC=CC=1.[H][H]. Product: [OH:8][C:9]1[CH:10]=[CH:11][C:12]([C:15]2[C:16](=[O:30])[C:17]([CH3:28])([CH3:29])[O:18][C:19]=2[C:20]2[CH:25]=[CH:24][C:23]([O:26][CH3:27])=[CH:22][CH:21]=2)=[CH:13][CH:14]=1. The catalyst class is: 43.